The task is: Predict the product of the given reaction.. This data is from Forward reaction prediction with 1.9M reactions from USPTO patents (1976-2016). (1) Given the reactants [C:1]([N:8]1[CH:12]=[CH:11]N=C1)(N1C=CN=C1)=[S:2].NC1C=[C:18]([Cl:20])[C:17]([S:21][C:22]2[CH:29]=[CH:28][C:25]([C:26]#[N:27])=[CH:24][CH:23]=2)=[C:16]([Cl:30])[CH:15]=1, predict the reaction product. The product is: [Cl:20][C:18]1[CH:11]=[C:12]([N:8]=[C:1]=[S:2])[CH:15]=[C:16]([Cl:30])[C:17]=1[S:21][C:22]1[CH:23]=[CH:24][C:25]([C:26]#[N:27])=[CH:28][CH:29]=1. (2) Given the reactants [CH2:1]([N:3]1[C:15]2[CH:14]=[CH:13][C:12]([CH:16]=O)=[CH:11][C:10]=2[C:9]2[C:4]1=[CH:5][CH:6]=[CH:7][CH:8]=2)[CH3:2].[NH:18]1[CH2:23][CH2:22][CH:21]([C:24]2[CH:25]=[C:26]([NH:30][C:31]([CH:33]3[CH2:35][CH2:34]3)=[O:32])[CH:27]=[CH:28][CH:29]=2)[CH2:20][CH2:19]1, predict the reaction product. The product is: [CH2:1]([N:3]1[C:15]2[CH:14]=[CH:13][C:12]([CH2:16][N:18]3[CH2:23][CH2:22][CH:21]([C:24]4[CH:25]=[C:26]([NH:30][C:31]([CH:33]5[CH2:34][CH2:35]5)=[O:32])[CH:27]=[CH:28][CH:29]=4)[CH2:20][CH2:19]3)=[CH:11][C:10]=2[C:9]2[C:4]1=[CH:5][CH:6]=[CH:7][CH:8]=2)[CH3:2]. (3) Given the reactants Cl.C([N:6]1[C:14]2[C:9](=[CH:10][CH:11]=[C:12]([C:15]#[N:16])[CH:13]=2)[C:8]([C:17]([OH:19])=[O:18])=[C:7]1[C:20]([C:23]1[CH:28]=[CH:27][C:26]([CH2:29][CH3:30])=[C:25]([N:31]2[CH2:36][CH2:35][CH:34]([N:37]3[CH2:42][CH2:41][O:40][CH2:39][CH2:38]3)[CH2:33][CH2:32]2)[CH:24]=1)([CH3:22])[CH3:21])(C)(C)C.C[Si](Cl)(C)C.[OH-].[Na+].OP([O-])([O-])=O.[K+].[K+], predict the reaction product. The product is: [C:15]([C:12]1[CH:13]=[C:14]2[C:9]([C:8]([C:17]([OH:19])=[O:18])=[C:7]([C:20]([C:23]3[CH:28]=[CH:27][C:26]([CH2:29][CH3:30])=[C:25]([N:31]4[CH2:32][CH2:33][CH:34]([N:37]5[CH2:38][CH2:39][O:40][CH2:41][CH2:42]5)[CH2:35][CH2:36]4)[CH:24]=3)([CH3:22])[CH3:21])[NH:6]2)=[CH:10][CH:11]=1)#[N:16]. (4) Given the reactants [CH2:1]([O:3][C:4]1[C:8]([CH2:9][CH2:10][C:11]([O:13][CH2:14][CH3:15])=[O:12])=[CH:7][NH:6][N:5]=1)[CH3:2].[H-].[Na+].CS(O[CH2:23][CH2:24][CH2:25][CH2:26][C:27]1[C:28]([O:39][CH2:40][CH3:41])=[N:29][N:30](CC2C=CC=CC=2)[CH:31]=1)(=O)=O.Cl, predict the reaction product. The product is: [CH2:1]([O:3][C:4]1[C:8]([CH2:9][CH2:10][C:11]([O:13][CH2:14][CH3:15])=[O:12])=[CH:7][N:6]([CH2:23][CH2:24][CH2:25][CH2:26][C:27]2[C:28]([O:39][CH2:40][CH3:41])=[N:29][NH:30][CH:31]=2)[N:5]=1)[CH3:2].